From a dataset of Peptide-MHC class I binding affinity with 185,985 pairs from IEDB/IMGT. Regression. Given a peptide amino acid sequence and an MHC pseudo amino acid sequence, predict their binding affinity value. This is MHC class I binding data. (1) The peptide sequence is KFLPDLYDYK. The MHC is HLA-A03:01 with pseudo-sequence HLA-A03:01. The binding affinity (normalized) is 0.488. (2) The peptide sequence is KIFKVTGEF. The MHC is HLA-A02:19 with pseudo-sequence HLA-A02:19. The binding affinity (normalized) is 0.0847. (3) The peptide sequence is LMKNRLKELL. The MHC is Mamu-B17 with pseudo-sequence Mamu-B17. The binding affinity (normalized) is 0.283. (4) The peptide sequence is EVDEGSDMM. The MHC is HLA-B15:01 with pseudo-sequence HLA-B15:01. The binding affinity (normalized) is 0.0847.